This data is from Full USPTO retrosynthesis dataset with 1.9M reactions from patents (1976-2016). The task is: Predict the reactants needed to synthesize the given product. (1) Given the product [CH2:1]([O:3][C:4](=[O:20])[C:5]1[CH:17]=[C:16]([CH:18]=[O:19])[CH:15]=[C:7]([C:8]([N:10]([CH3:14])[CH2:11][CH2:12][CH3:13])=[O:9])[CH:6]=1)[CH3:2], predict the reactants needed to synthesize it. The reactants are: [CH2:1]([O:3][C:4](=[O:20])[C:5]1[CH:17]=[C:16]([CH2:18][OH:19])[CH:15]=[C:7]([C:8]([N:10]([CH3:14])[CH2:11][CH2:12][CH3:13])=[O:9])[CH:6]=1)[CH3:2].CC(OI1(OC(C)=O)(OC(C)=O)OC(=O)C2C=CC=CC1=2)=O. (2) Given the product [C:1]1([C:7]2[C:8]([CH2:27][OH:28])=[CH:9][N:10]([S:18]([C:21]3[CH:22]=[CH:23][CH:24]=[CH:25][CH:26]=3)(=[O:19])=[O:20])[C:11]=2[C:12]2[CH:17]=[CH:16][CH:15]=[CH:14][CH:13]=2)[CH:2]=[CH:3][CH:4]=[CH:5][CH:6]=1, predict the reactants needed to synthesize it. The reactants are: [C:1]1([C:7]2[C:8]([C:27](OC)=[O:28])=[CH:9][N:10]([S:18]([C:21]3[CH:26]=[CH:25][CH:24]=[CH:23][CH:22]=3)(=[O:20])=[O:19])[C:11]=2[C:12]2[CH:17]=[CH:16][CH:15]=[CH:14][CH:13]=2)[CH:6]=[CH:5][CH:4]=[CH:3][CH:2]=1.[H-].C([Al+]CC(C)C)C(C)C. (3) Given the product [NH2:8][C:5]1[N:6]=[CH:7][C:2]([C:26]2[CH:27]=[C:22]([CH:23]=[CH:24][CH:25]=2)[C:20]([NH2:19])=[O:21])=[CH:3][C:4]=1[C:9]1[CH:14]=[CH:13][C:12]([O:15][CH3:16])=[C:11]([O:17][CH3:18])[CH:10]=1, predict the reactants needed to synthesize it. The reactants are: Br[C:2]1[CH:3]=[C:4]([C:9]2[CH:14]=[CH:13][C:12]([O:15][CH3:16])=[C:11]([O:17][CH3:18])[CH:10]=2)[C:5]([NH2:8])=[N:6][CH:7]=1.[NH2:19][C:20]([C:22]1[CH:23]=[C:24](B(O)O)[CH:25]=[CH:26][CH:27]=1)=[O:21].C1(P(C2C=CC=CC=2)C2C=CC=CC=2)C=CC=CC=1.C(=O)([O-])[O-].[Na+].[Na+]. (4) Given the product [Cl:23][CH2:24][CH2:25][CH2:26][N:10]1[C:11]2[C:7](=[CH:6][CH:5]=[CH:4][C:3]=2[O:2][CH3:1])[C:8]([C:12](=[O:14])[CH3:13])=[CH:9]1, predict the reactants needed to synthesize it. The reactants are: [CH3:1][O:2][C:3]1[CH:4]=[CH:5][CH:6]=[C:7]2[C:11]=1[NH:10][CH:9]=[C:8]2[C:12](=[O:14])[CH3:13].C([O-])([O-])=O.[Cs+].[Cs+].[Na+].[I-].[Cl:23][CH2:24][CH2:25][CH2:26]I. (5) Given the product [OH:8][C:9]1[C:17]2[N:16]=[C:15]([CH3:18])[N:14]([S:19]([C:22]3[CH:23]=[CH:24][C:25]([CH3:28])=[CH:26][CH:27]=3)(=[O:21])=[O:20])[C:13]=2[CH:12]=[C:11]([C:29]([N:31]([CH3:33])[CH3:32])=[O:30])[CH:10]=1, predict the reactants needed to synthesize it. The reactants are: C([O:8][C:9]1[C:17]2[N:16]=[C:15]([CH3:18])[N:14]([S:19]([C:22]3[CH:27]=[CH:26][C:25]([CH3:28])=[CH:24][CH:23]=3)(=[O:21])=[O:20])[C:13]=2[CH:12]=[C:11]([C:29]([N:31]([CH3:33])[CH3:32])=[O:30])[CH:10]=1)C1C=CC=CC=1. (6) Given the product [CH3:58][O:57][CH2:56][CH2:55][O:1][CH:2]1[CH:7]([C:8]2[CH:9]=[CH:10][C:11]([O:14][CH3:15])=[CH:12][CH:13]=2)[CH:6]([O:16][CH2:17][C:18]2[CH:19]=[CH:20][C:21]3[O:26][CH2:25][CH2:24][N:23]([CH2:27][CH2:28][CH2:29][O:30][CH3:31])[C:22]=3[CH:32]=2)[CH2:5][N:4]([C:33]([O:35][CH2:36][C:37]2[CH:38]=[CH:39][CH:40]=[CH:41][CH:42]=2)=[O:34])[CH2:3]1, predict the reactants needed to synthesize it. The reactants are: [OH:1][CH:2]1[CH:7]([C:8]2[CH:13]=[CH:12][C:11]([O:14][CH3:15])=[CH:10][CH:9]=2)[CH:6]([O:16][CH2:17][C:18]2[CH:19]=[CH:20][C:21]3[O:26][CH2:25][CH2:24][N:23]([CH2:27][CH2:28][CH2:29][O:30][CH3:31])[C:22]=3[CH:32]=2)[CH2:5][N:4]([C:33]([O:35][CH2:36][C:37]2[CH:42]=[CH:41][CH:40]=[CH:39][CH:38]=2)=[O:34])[CH2:3]1.[H-].[Na+].C1(C)C=CC(S(O[CH2:55][CH2:56][O:57][CH3:58])(=O)=O)=CC=1.O.